This data is from Cav3 T-type calcium channel HTS with 100,875 compounds. The task is: Binary Classification. Given a drug SMILES string, predict its activity (active/inactive) in a high-throughput screening assay against a specified biological target. The molecule is S1(=O)(=O)CC(N(Cc2sccc2)C(=O)c2cc(OCCCC)ccc2)CC1. The result is 0 (inactive).